This data is from Catalyst prediction with 721,799 reactions and 888 catalyst types from USPTO. The task is: Predict which catalyst facilitates the given reaction. (1) Reactant: Br[C:2]1[N:7]=[C:6]([N:8]2[CH2:14][CH2:13][CH2:12][N:11]([C:15]([O:17][C:18]([CH3:21])([CH3:20])[CH3:19])=[O:16])[CH2:10][CH2:9]2)[CH:5]=[CH:4][CH:3]=1.[F:22][C:23]1[N:34]=[CH:33][C:32]([CH3:35])=[CH:31][C:24]=1[C:25](N(OC)C)=[O:26]. Product: [F:22][C:23]1[N:34]=[CH:33][C:32]([CH3:35])=[CH:31][C:24]=1[C:25]([C:2]1[N:7]=[C:6]([N:8]2[CH2:14][CH2:13][CH2:12][N:11]([C:15]([O:17][C:18]([CH3:21])([CH3:20])[CH3:19])=[O:16])[CH2:10][CH2:9]2)[CH:5]=[CH:4][CH:3]=1)=[O:26]. The catalyst class is: 7. (2) Reactant: [Cl:1][C:2]1[CH:28]=[CH:27][C:5]([N:6]([CH2:16][C:17]2[CH:22]=[CH:21][C:20]([O:23][CH3:24])=[CH:19][C:18]=2[O:25][CH3:26])[C:7](=[O:15])/[CH:8]=[CH:9]\[C:10]([O:12][CH2:13][CH3:14])=[O:11])=[C:4]([CH:29]([OH:38])[C:30]2[C:31]([O:36][CH3:37])=[N:32][CH:33]=[CH:34][CH:35]=2)[CH:3]=1.C(=O)([O-])[O-].[K+].[K+].C(OCC)(=O)C. Product: [Cl:1][C:2]1[CH:28]=[CH:27][C:5]2[N:6]([CH2:16][C:17]3[CH:22]=[CH:21][C:20]([O:23][CH3:24])=[CH:19][C:18]=3[O:25][CH3:26])[C:7](=[O:15])[C@@H:8]([CH2:9][C:10]([O:12][CH2:13][CH3:14])=[O:11])[O:38][C@H:29]([C:30]3[C:31]([O:36][CH3:37])=[N:32][CH:33]=[CH:34][CH:35]=3)[C:4]=2[CH:3]=1. The catalyst class is: 8. (3) Reactant: Cl.Cl.[N:3]1[C:11]2[CH:10]=[CH:9][N:8]=[CH:7][C:6]=2[O:5][C:4]=1[NH:12][CH:13]1[CH2:18][CH2:17][NH:16][CH2:15][CH2:14]1.[CH2:19]([O:21][C:22]1[CH:23]=[C:24]([CH:27]=[CH:28][C:29]=1[O:30][CH:31]([CH3:33])[CH3:32])[CH:25]=O)[CH3:20].C([BH3-])#N.[Na+].C(N(C(C)C)C(C)C)C. Product: [CH2:19]([O:21][C:22]1[CH:23]=[C:24]([CH:27]=[CH:28][C:29]=1[O:30][CH:31]([CH3:32])[CH3:33])[CH2:25][N:16]1[CH2:17][CH2:18][CH:13]([NH:12][C:4]2[O:5][C:6]3[CH:7]=[N:8][CH:9]=[CH:10][C:11]=3[N:3]=2)[CH2:14][CH2:15]1)[CH3:20]. The catalyst class is: 212. (4) The catalyst class is: 11. Reactant: FC(F)(F)S(O[C:7]1[N:8]=[C:9]([CH3:21])[C:10]2[C:15]([CH:16]=1)=[CH:14][C:13]([O:17][CH3:18])=[C:12]([O:19][CH3:20])[CH:11]=2)(=O)=O.[CH3:24][O:25][C:26]1[CH:31]=[CH:30][C:29](B(O)O)=[CH:28][CH:27]=1.C([O-])([O-])=O.[Na+].[Na+].CCOC(C)=O. Product: [CH3:18][O:17][C:13]1[CH:14]=[C:15]2[C:10](=[CH:11][C:12]=1[O:19][CH3:20])[C:9]([CH3:21])=[N:8][C:7]([C:29]1[CH:30]=[CH:31][C:26]([O:25][CH3:24])=[CH:27][CH:28]=1)=[CH:16]2. (5) The catalyst class is: 72. Reactant: C[O:2][C:3](=O)[C:4]1[CH:9]=[C:8]([O:10][CH2:11][CH2:12][CH3:13])[CH:7]=[CH:6][C:5]=1[I:14].[OH-].[Na+].Cl.C1N=C[N:21](C(N2C=NC=C2)=O)C=1.N. Product: [I:14][C:5]1[CH:6]=[CH:7][C:8]([O:10][CH2:11][CH2:12][CH3:13])=[CH:9][C:4]=1[C:3]([NH2:21])=[O:2]. (6) Reactant: [O:1]1[C:5]2[CH:6]=[CH:7][CH:8]=[CH:9][C:4]=2[CH:3]=[C:2]1[C:10]([NH:12][C:13]1([C:19]([NH:21][CH:22]2[CH2:27][CH2:26][N:25]([C:28]3[CH:33]=[CH:32][CH:31]=[CH:30][C:29]=3[N:34]3[CH2:37][C:36]([CH3:39])([CH3:38])[C:35]3=[O:40])[CH2:24][CH:23]2[OH:41])=[O:20])[CH2:18][CH2:17][CH2:16][CH2:15][CH2:14]1)=[O:11].C(N(CC)CC)C. Product: [O:1]1[C:5]2[CH:6]=[CH:7][CH:8]=[CH:9][C:4]=2[CH:3]=[C:2]1[C:10]([NH:12][C:13]1([C:19]([NH:21][CH:22]2[CH2:27][CH2:26][N:25]([C:28]3[CH:33]=[CH:32][CH:31]=[CH:30][C:29]=3[N:34]3[CH2:37][C:36]([CH3:38])([CH3:39])[C:35]3=[O:40])[CH2:24][C:23]2=[O:41])=[O:20])[CH2:18][CH2:17][CH2:16][CH2:15][CH2:14]1)=[O:11]. The catalyst class is: 148.